This data is from Reaction yield outcomes from USPTO patents with 853,638 reactions. The task is: Predict the reaction yield, written as a fraction of the theoretical maximum amount of product (1.0 means a 100% yield; for example, 0.34 means a 34% yield). The reactants are [H-].[Na+].[Cl:3][C:4]1[CH:9]=[CH:8][N:7]=[C:6]2[NH:10][CH:11]=[C:12]([I:13])[C:5]=12.[C:14]1([S:20](Cl)(=[O:22])=[O:21])[CH:19]=[CH:18][CH:17]=[CH:16][CH:15]=1. The catalyst is CN(C=O)C.O. The product is [Cl:3][C:4]1[CH:9]=[CH:8][N:7]=[C:6]2[N:10]([S:20]([C:14]3[CH:19]=[CH:18][CH:17]=[CH:16][CH:15]=3)(=[O:22])=[O:21])[CH:11]=[C:12]([I:13])[C:5]=12. The yield is 0.830.